Dataset: Reaction yield outcomes from USPTO patents with 853,638 reactions. Task: Predict the reaction yield, written as a fraction of the theoretical maximum amount of product (1.0 means a 100% yield; for example, 0.34 means a 34% yield). (1) The reactants are Br[C:2]1[CH:30]=[CH:29][C:5]([C:6]([N:8]([C:22]2[C:27]([CH3:28])=[CH:26][CH:25]=[CH:24][N:23]=2)[C@@H:9]2[CH2:14][CH2:13][CH2:12][N:11]([C:15]([O:17][C:18]([CH3:21])([CH3:20])[CH3:19])=[O:16])[CH2:10]2)=[O:7])=[CH:4][CH:3]=1.[B:31]1([B:31]2[O:35][C:34]([CH3:37])([CH3:36])[C:33]([CH3:39])([CH3:38])[O:32]2)[O:35][C:34]([CH3:37])([CH3:36])[C:33]([CH3:39])([CH3:38])[O:32]1.C([O-])(=O)C.[K+].CC1CCCO1. The catalyst is ClCCl.[Pd](Cl)Cl.C1(P(C2C=CC=CC=2)[C-]2C=CC=C2)C=CC=CC=1.[C-]1(P(C2C=CC=CC=2)C2C=CC=CC=2)C=CC=C1.[Fe+2].O. The product is [CH3:28][C:27]1[C:22]([N:8]([C:6](=[O:7])[C:5]2[CH:29]=[CH:30][C:2]([B:31]3[O:35][C:34]([CH3:37])([CH3:36])[C:33]([CH3:39])([CH3:38])[O:32]3)=[CH:3][CH:4]=2)[C@@H:9]2[CH2:14][CH2:13][CH2:12][N:11]([C:15]([O:17][C:18]([CH3:21])([CH3:20])[CH3:19])=[O:16])[CH2:10]2)=[N:23][CH:24]=[CH:25][CH:26]=1. The yield is 0.860. (2) The product is [CH3:17][C@:16]12[CH2:18][CH:19]=[C:2]3[C@@H:11]([CH2:10][CH2:9][C@H:8]4[C@:3]3([CH3:22])[CH2:4][CH2:5][C:6](=[O:21])[CH2:7]4)[C@@H:12]1[CH2:13][CH2:14][C:15]2=[O:20]. The catalyst is C(Cl)Cl. The reactants are O[C@:2]12[CH2:19][CH2:18][C@@:16]3([CH3:17])[C@@H:12]([CH2:13][CH2:14][C:15]3=[O:20])[C@@H:11]1[CH2:10][CH2:9][C@H:8]1[C@:3]2([CH3:22])[CH2:4][CH2:5][C:6](=[O:21])[CH2:7]1.S(=O)(=O)(O)O. The yield is 0.940.